Dataset: Full USPTO retrosynthesis dataset with 1.9M reactions from patents (1976-2016). Task: Predict the reactants needed to synthesize the given product. Given the product [OH:39][CH2:15][CH2:14][CH2:13][CH2:12][C:9]1[C:4]2[C:3](=[CH:2][CH:1]=[C:6]([C:7]#[N:8])[CH:5]=2)[NH:11][CH:10]=1, predict the reactants needed to synthesize it. The reactants are: [CH:1]1[C:6]([C:7]#[N:8])=[CH:5][C:4]2[C:9]([CH2:12][CH2:13][CH2:14][CH2:15]N3CCN(C4C=CC5OC(C(N)=O)=CC=5C=4)CC3)=[CH:10][NH:11][C:3]=2[CH:2]=1.ClCCCC(C1C2C(=CC=C(C#N)C=2)NC=1)=[O:39].[BH4-].[Na+].Cl.